Dataset: Forward reaction prediction with 1.9M reactions from USPTO patents (1976-2016). Task: Predict the product of the given reaction. (1) Given the reactants [Br:1][C:2]1[CH:3]=[CH:4][C:5]([O:10][CH2:11][CH:12]([OH:15])[CH2:13][Cl:14])=[C:6]([CH:9]=1)C=O.ClC1C=C(C=CC=1)[C:20]([O:22]O)=[O:21], predict the reaction product. The product is: [CH:20]([O:22][C:6]1[CH:9]=[C:2]([Br:1])[CH:3]=[CH:4][C:5]=1[O:10][CH2:11][CH:12]([OH:15])[CH2:13][Cl:14])=[O:21]. (2) The product is: [C:1]([C:3]1[C:11]2[C:6](=[CH:7][CH:8]=[CH:9][C:10]=2[C:12]2[CH:17]=[CH:16][CH:15]=[CH:14][C:13]=2[CH3:18])[N:5]([CH2:19][CH2:20][CH2:21][O:22][C:23]2[C:32]3[C:27](=[CH:28][CH:29]=[CH:30][CH:31]=3)[CH:26]=[CH:25][CH:24]=2)[C:4]=1[C:33]([OH:35])=[O:34])#[N:2]. Given the reactants [C:1]([C:3]1[C:11]2[C:6](=[CH:7][CH:8]=[CH:9][C:10]=2[C:12]2[CH:17]=[CH:16][CH:15]=[CH:14][C:13]=2[CH3:18])[N:5]([CH2:19][CH2:20][CH2:21][O:22][C:23]2[C:32]3[C:27](=[CH:28][CH:29]=[CH:30][CH:31]=3)[CH:26]=[CH:25][CH:24]=2)[C:4]=1[C:33]([O:35]C)=[O:34])#[N:2].[OH-].[Na+].Cl, predict the reaction product. (3) Given the reactants [C:1]([N:4]1[C:13]2[C:8](=[CH:9][C:10](Br)=[CH:11][CH:12]=2)[C@H:7]([NH:15][C:16](=[O:21])[O:17][CH:18]([CH3:20])[CH3:19])[CH2:6][C@@H:5]1[CH3:22])(=[O:3])[CH3:2].C(=O)([O-])[O-].[K+].[K+].[CH:29]([C:31]1[CH:36]=[CH:35][C:34](B(O)O)=[CH:33][CH:32]=1)=[O:30], predict the reaction product. The product is: [C:1]([N:4]1[C:13]2[C:8](=[CH:9][C:10]([C:34]3[CH:35]=[CH:36][C:31]([CH:29]=[O:30])=[CH:32][CH:33]=3)=[CH:11][CH:12]=2)[C@H:7]([NH:15][C:16](=[O:21])[O:17][CH:18]([CH3:20])[CH3:19])[CH2:6][C@@H:5]1[CH3:22])(=[O:3])[CH3:2]. (4) Given the reactants [CH2:1]([O:8][C:9]1[CH:29]=[C:28]([O:30][CH2:31][C:32]2[CH:37]=[CH:36][CH:35]=[CH:34][CH:33]=2)[C:27]([CH:38]([CH3:40])[CH3:39])=[CH:26][C:10]=1[C:11]([NH:13][C:14]1[CH:19]=[CH:18][C:17]([N:20]2[CH2:25][CH2:24][O:23][CH2:22][CH2:21]2)=[CH:16][CH:15]=1)=S)[C:2]1[CH:7]=[CH:6][CH:5]=[CH:4][CH:3]=1.[NH2:41][NH2:42], predict the reaction product. The product is: [CH2:1]([O:8][C:9]1[CH:29]=[C:28]([O:30][CH2:31][C:32]2[CH:37]=[CH:36][CH:35]=[CH:34][CH:33]=2)[C:27]([CH:38]([CH3:40])[CH3:39])=[CH:26][C:10]=1[C:11](=[N:41][NH2:42])[NH:13][C:14]1[CH:19]=[CH:18][C:17]([N:20]2[CH2:25][CH2:24][O:23][CH2:22][CH2:21]2)=[CH:16][CH:15]=1)[C:2]1[CH:7]=[CH:6][CH:5]=[CH:4][CH:3]=1. (5) Given the reactants [NH2:1][CH2:2][C@:3]1([CH2:18][OH:19])[O:7][C@@H:6]([N:8]2[CH:16]=[C:14]([CH3:15])[C:12](=[O:13])[NH:11][C:9]2=[O:10])[CH2:5][C@@H:4]1[OH:17].[F:20][C:21]([F:30])([F:29])[C:22]([NH:24][CH2:25][C:26](O)=[O:27])=[O:23].C(N(C(C)C)CC)(C)C, predict the reaction product. The product is: [F:20][C:21]([F:30])([F:29])[C:22]([NH:24][CH2:25][C:26]([NH:1][CH2:2][C@:3]1([CH2:18][OH:19])[O:7][C@@H:6]([N:8]2[CH:16]=[C:14]([CH3:15])[C:12](=[O:13])[NH:11][C:9]2=[O:10])[CH2:5][C@@H:4]1[OH:17])=[O:27])=[O:23]. (6) The product is: [NH:1]([C:35]([O:37][C:38]([CH3:41])([CH3:40])[CH3:39])=[O:36])[C@H:2]([C:10]([NH:12][C@H:13]([C:21]([NH:23][CH2:24][C:25]([OH:27])=[O:26])=[O:22])[CH2:14][C:15]1[CH:16]=[CH:17][CH:18]=[CH:19][CH:20]=1)=[O:11])[CH2:3][CH2:4][CH2:5][NH:6][C:7](=[NH:8])[NH2:9]. Given the reactants [NH2:1][C@H:2]([C:10]([NH:12][C@H:13]([C:21]([NH:23][CH2:24][C:25]([OH:27])=[O:26])=[O:22])[CH2:14][C:15]1[CH:20]=[CH:19][CH:18]=[CH:17][CH:16]=1)=[O:11])[CH2:3][CH2:4][CH2:5][NH:6][C:7](=[NH:9])[NH2:8].C(N(CC)CC)C.[C:35](O[C:35]([O:37][C:38]([CH3:41])([CH3:40])[CH3:39])=[O:36])([O:37][C:38]([CH3:41])([CH3:40])[CH3:39])=[O:36], predict the reaction product.